From a dataset of Reaction yield outcomes from USPTO patents with 853,638 reactions. Predict the reaction yield, written as a fraction of the theoretical maximum amount of product (1.0 means a 100% yield; for example, 0.34 means a 34% yield). (1) The reactants are [Cl-].O[NH3+:3].[C:4](=[O:7])([O-])[OH:5].[Na+].CS(C)=O.[CH2:13]([C:15]1[N:16]([C:40]2[CH:45]=[CH:44][C:43]([O:46][C@@H:47]3[CH2:52][CH2:51][CH2:50][CH2:49][C@H:48]3[OH:53])=[CH:42][CH:41]=2)[C:17](=[O:39])[C:18]([CH2:24][C:25]2[CH:30]=[CH:29][C:28]([C:31]3[C:32]([C:37]#[N:38])=[CH:33][CH:34]=[CH:35][CH:36]=3)=[CH:27][CH:26]=2)=[C:19]([CH2:21][CH2:22][CH3:23])[N:20]=1)[CH3:14]. The catalyst is O. The product is [CH2:13]([C:15]1[N:16]([C:40]2[CH:45]=[CH:44][C:43]([O:46][C@@H:47]3[CH2:52][CH2:51][CH2:50][CH2:49][C@H:48]3[OH:53])=[CH:42][CH:41]=2)[C:17](=[O:39])[C:18]([CH2:24][C:25]2[CH:26]=[CH:27][C:28]([C:31]3[CH:36]=[CH:35][CH:34]=[CH:33][C:32]=3[C:37]3[NH:3][C:4](=[O:7])[O:5][N:38]=3)=[CH:29][CH:30]=2)=[C:19]([CH2:21][CH2:22][CH3:23])[N:20]=1)[CH3:14]. The yield is 0.550. (2) The product is [CH2:3]([C@@H:5]1[CH2:9][C@H:8]([OH:10])[CH2:7][C@@H:6]1[C:11]([OH:13])=[O:12])[CH3:4]. The yield is 1.00. The reactants are [OH-].[Na+].[CH2:3]([C@@H:5]1[CH2:9][C@H:8]([OH:10])[CH2:7][C@@H:6]1[C:11]([O:13]CC)=[O:12])[CH3:4]. No catalyst specified. (3) The reactants are [C:1]([C:3](=[C:7]([C:14]1[CH:19]=[CH:18][CH:17]=[CH:16][CH:15]=1)[C:8]1[CH:13]=[CH:12][CH:11]=[CH:10][CH:9]=1)[C:4](O)=[O:5])#[N:2].C(Cl)(=O)C([Cl:23])=O. The catalyst is CN(C)C=O.C(Cl)Cl. The product is [C:1]([C:3](=[C:7]([C:14]1[CH:19]=[CH:18][CH:17]=[CH:16][CH:15]=1)[C:8]1[CH:13]=[CH:12][CH:11]=[CH:10][CH:9]=1)[C:4]([Cl:23])=[O:5])#[N:2]. The yield is 0.990. (4) The yield is 0.100. The reactants are [NH:1]1[CH:5]=[C:4]([C:6]2[C:7]([C:12]3[CH:17]=[CH:16][CH:15]=[CH:14][CH:13]=3)=[N:8][O:9][C:10]=2[CH3:11])[N:3]=[CH:2]1.[CH3:18][C:19]1[CH:20]=[C:21](B(O)O)[CH:22]=[CH:23][CH:24]=1. No catalyst specified. The product is [CH3:11][C:10]1[O:9][N:8]=[C:7]([C:12]2[CH:13]=[CH:14][CH:15]=[CH:16][CH:17]=2)[C:6]=1[C:4]1[N:3]=[CH:2][N:1]([C:23]2[CH:24]=[C:19]([CH3:18])[CH:20]=[CH:21][CH:22]=2)[CH:5]=1. (5) The reactants are CC([Si](C)(C)[O:6][CH2:7][C:8]1[CH:9]=[CH:10][C:11]([CH2:14][N:15]2[CH2:20][CH2:19][N:18]([C:21]3[C:26]([C:27]([O:29][CH:30]([CH3:32])[CH3:31])=[O:28])=[CH:25][CH:24]=[CH:23][N:22]=3)[CH2:17][CH2:16]2)=[N:12][CH:13]=1)(C)C.F.F.F.C(N(CC)CC)C. The catalyst is C1COCC1. The product is [OH:6][CH2:7][C:8]1[CH:9]=[CH:10][C:11]([CH2:14][N:15]2[CH2:20][CH2:19][N:18]([C:21]3[C:26]([C:27]([O:29][CH:30]([CH3:32])[CH3:31])=[O:28])=[CH:25][CH:24]=[CH:23][N:22]=3)[CH2:17][CH2:16]2)=[N:12][CH:13]=1. The yield is 0.640. (6) The reactants are CO[C:3](=[O:28])[C:4]1[CH:9]=[CH:8][C:7]([O:10][CH2:11][C:12]2[C:13]([C:21]3[CH:26]=[CH:25][C:24]([F:27])=[CH:23][CH:22]=3)=[N:14][O:15][C:16]=2[C:17]([F:20])([F:19])[F:18])=[N:6][CH:5]=1.[CH2:29]([CH2:31][NH2:32])[OH:30]. No catalyst specified. The product is [F:27][C:24]1[CH:25]=[CH:26][C:21]([C:13]2[C:12]([CH2:11][O:10][C:7]3[CH:8]=[CH:9][C:4]([C:3]([NH:32][CH2:31][CH2:29][OH:30])=[O:28])=[CH:5][N:6]=3)=[C:16]([C:17]([F:18])([F:20])[F:19])[O:15][N:14]=2)=[CH:22][CH:23]=1. The yield is 0.180. (7) The reactants are C([O:3][C:4](=O)[CH2:5][C:6]([C:8]1[CH:13]=[CH:12][C:11]([S:14][C:15]2[CH:20]=[CH:19][CH:18]=[CH:17][C:16]=2[CH:21]([CH3:23])[CH3:22])=[C:10]([C:24]([F:27])([F:26])[F:25])[CH:9]=1)=O)C.Cl.[CH:30]([NH2:32])=[NH:31].CO. The catalyst is CC(O)=O.CN(C=O)C. The product is [CH:21]([C:16]1[CH:17]=[CH:18][CH:19]=[CH:20][C:15]=1[S:14][C:11]1[CH:12]=[CH:13][C:8]([C:6]2[N:32]=[CH:30][N:31]=[C:4]([OH:3])[CH:5]=2)=[CH:9][C:10]=1[C:24]([F:27])([F:26])[F:25])([CH3:23])[CH3:22]. The yield is 0.140.